This data is from Reaction yield outcomes from USPTO patents with 853,638 reactions. The task is: Predict the reaction yield, written as a fraction of the theoretical maximum amount of product (1.0 means a 100% yield; for example, 0.34 means a 34% yield). (1) The product is [CH2:1]([C:3]1[C:11]([CH3:12])=[C:10]2[C:6](=[C:5]([O:14][CH2:15][CH2:16][Si:17]([CH3:18])([CH3:19])[CH3:20])[C:4]=1[CH2:21][CH:22]=[C:23]([CH3:26])[CH2:24][OH:25])[C:7](=[O:13])[O:8][CH2:9]2)[CH3:2]. The reactants are [CH2:1]([C:3]1[C:11]([CH3:12])=[C:10]2[C:6]([C:7](=[O:13])[O:8][CH2:9]2)=[C:5]([O:14][CH2:15][CH2:16][Si:17]([CH3:20])([CH3:19])[CH3:18])[C:4]=1[CH2:21][CH:22]=[C:23]([CH3:26])[CH:24]=[O:25])[CH3:2].[BH4-].[Li+]. The catalyst is CO.CO.O.C1COCC1. The yield is 0.730. (2) The catalyst is C(OCC)(=O)C. The reactants are [Br:1][C:2]1[CH:3]=[C:4]([CH:20]=[CH:21][CH:22]=1)[CH2:5][N:6]1[C:14]2[C:13](=[O:15])[N:12]([CH3:16])[C:11](=[O:17])[N:10]([CH3:18])[C:9]=2[N:8]=[C:7]1S.[Na].[CH2:24]([O:26][CH2:27][CH2:28][OH:29])[CH3:25]. The yield is 0.499. The product is [Br:1][C:2]1[CH:3]=[C:4]([CH:20]=[CH:21][CH:22]=1)[CH2:5][N:6]1[C:14]2[C:13](=[O:15])[N:12]([CH3:16])[C:11](=[O:17])[N:10]([CH3:18])[C:9]=2[N:8]=[C:7]1[O:29][CH2:28][CH2:27][O:26][CH2:24][CH3:25]. (3) The reactants are [C:1]1([NH:7][S:8]([NH:11][C:12](=[O:18])[O:13][C:14]([CH3:17])([CH3:16])[CH3:15])(=[O:10])=[O:9])[CH:6]=[CH:5][CH:4]=[CH:3][CH:2]=1.Br[CH2:20][CH2:21][CH2:22][CH2:23]Br.C([O-])([O-])=O.[Cs+].[Cs+]. The catalyst is CC(C)=O. The product is [O:10]=[S:8]1(=[O:9])[N:7]([C:1]2[CH:2]=[CH:3][CH:4]=[CH:5][CH:6]=2)[CH2:23][CH2:22][CH2:21][CH2:20][N:11]1[C:12]([O:13][C:14]([CH3:15])([CH3:17])[CH3:16])=[O:18]. The yield is 0.390. (4) The reactants are [NH2:1][C:2](=[O:25])[CH2:3][O:4][NH:5][C:6]([C@@H:8]1[CH2:14][CH2:13][C@@H:12]2[CH2:15][N:9]1[C:10](=[O:24])[N:11]2[O:16]CC1C=CC=CC=1)=[O:7]. The catalyst is CO.[Pd]. The product is [NH2:1][C:2](=[O:25])[CH2:3][O:4][NH:5][C:6]([C@@H:8]1[CH2:14][CH2:13][C@@H:12]2[CH2:15][N:9]1[C:10](=[O:24])[N:11]2[OH:16])=[O:7]. The yield is 0.980. (5) The reactants are [F:1][C:2]1[CH:3]=[C:4]([CH:8]=[CH:9][CH:10]=1)/[CH:5]=[N:6]\[OH:7].[Cl:11]N1C(=O)CCC1=O. The catalyst is CN(C=O)C. The product is [OH:7]/[N:6]=[C:5](\[Cl:11])/[C:4]1[CH:8]=[CH:9][CH:10]=[C:2]([F:1])[CH:3]=1. The yield is 0.730. (6) The reactants are [NH2:1][C:2]1[CH:14]=[CH:13][C:5]2[C:6](=O)[N:7]([CH3:11])[CH2:8][CH2:9][CH2:10][C:4]=2[CH:3]=1.[H-].[H-].[H-].[H-].[Li+].[Al+3]. The catalyst is C1COCC1. The product is [CH3:11][N:7]1[CH2:8][CH2:9][CH2:10][C:4]2[CH:3]=[C:2]([NH2:1])[CH:14]=[CH:13][C:5]=2[CH2:6]1. The yield is 0.540. (7) The reactants are [Cl:1][C:2]1[C:7]([CH2:8][CH2:9]O)=[C:6]([NH:11][C@@H:12]2[C:20]3[C:15](=[CH:16][CH:17]=[CH:18][CH:19]=3)[CH2:14][CH2:13]2)[N:5]=[CH:4][N:3]=1.[C:21]1(=[O:31])[NH:25][C:24](=[O:26])[C:23]2=[CH:27][CH:28]=[CH:29][CH:30]=[C:22]12.C1(P(C2C=CC=CC=2)C2C=CC=CC=2)C=CC=CC=1.CC(OC(/N=N/C(OC(C)C)=O)=O)C. The catalyst is C1COCC1. The product is [Cl:1][C:2]1[C:7]([CH2:8][CH2:9][N:25]2[C:21](=[O:31])[C:22]3[C:23](=[CH:27][CH:28]=[CH:29][CH:30]=3)[C:24]2=[O:26])=[C:6]([NH:11][C@@H:12]2[C:20]3[C:15](=[CH:16][CH:17]=[CH:18][CH:19]=3)[CH2:14][CH2:13]2)[N:5]=[CH:4][N:3]=1. The yield is 0.860. (8) The reactants are [BH4-].[Na+].[CH:3]([S:6]([N:9]1[C:13]2[CH:14]=[C:15]([C:18]3[N:22]([CH:23]4[CH2:28][CH2:27]C(=O)[CH2:25][CH2:24]4)[CH:21]=[N:20][C:19]=3C3C=CC=CC=3)[CH:16]=[CH:17][C:12]=2[N:11]=[C:10]1[NH2:36])(=[O:8])=[O:7])([CH3:5])[CH3:4].[CH3:37][OH:38]. The catalyst is O1CCCC1.O. The product is [CH:3]([S:6]([N:9]1[C:13]2[CH:14]=[C:15]([C:18]3[N:22]([CH:23]4[CH2:24][CH2:25][CH:37]([OH:38])[CH2:27][CH2:28]4)[C:21]([C:12]4[CH:17]=[CH:16][CH:15]=[CH:14][CH:13]=4)=[N:20][CH:19]=3)[CH:16]=[CH:17][C:12]=2[N:11]=[C:10]1[NH2:36])(=[O:7])=[O:8])([CH3:4])[CH3:5]. The yield is 0.980.